Binary Classification. Given a miRNA mature sequence and a target amino acid sequence, predict their likelihood of interaction. From a dataset of Experimentally validated miRNA-target interactions with 360,000+ pairs, plus equal number of negative samples. (1) The miRNA is hsa-miR-652-3p with sequence AAUGGCGCCACUAGGGUUGUG. The protein sequence of the target gene is MEVHELFRYFRMPELIDIRQYVRTLPTNTLMGFGAFAALTTFWYATRPKALKPPCDLSMQSVEVTGTTEGVRRSAVLEDDKLLLYYYDDVRTMYDGFQRGIQVSNDGPCLGSRKPNQPYEWISYKQVAEMAECIGSALIQKGFKPCSEQFIGIFSQNRPEWVTIEQGCFTYSMVVVPLYDTLGTDAITYIVNKAELSVIFADKPEKAKLLLEGVENKLTPCLKIIVIMDSYDNDLVERGQKCGVEIIGLKALEDLGRVNRTKPKPPEPEDLAIICFTSGTTGNPKGAMVTHQNIMNDCSG.... Result: 0 (no interaction). (2) The miRNA is mmu-miR-802-5p with sequence UCAGUAACAAAGAUUCAUCCUU. The protein sequence of the target gene is MLSRTVSSLSRVAPQTLGAVNAASSRQYSITAPRPPTELNQKLKVTIIPGDGVGPELIYTVQDIVKQTGIPIEFEEIFLSEVHYTRSSSIENAVESIGRNNNVALKGAIEESAVLHTEGELQGLNMRLRRSLDLFANVVHIKTLDGIKTRHGKQLDFVIVREQTEGEYSSLEHELVPGVIECLKISTRTKAERIAKFAFDYATKTGRKKVTAVHKANIMKLGDGLFLRTCEGVAKQYPKIQFESMIIDNTCMQLVSKPEQFDVMVMPNLYGNIIDNLAAGLVGGAGVVPGQSVGRDFVIF.... Result: 0 (no interaction). (3) The miRNA is mmu-miR-331-3p with sequence GCCCCUGGGCCUAUCCUAGAA. The protein sequence of the target gene is MLVGQGAGPLGPAVVTAAVVLLLSGVGPAHGSEDIVVGCGGFVKSDVEINYSLIEIKLYTKHGTLKYQTDCAPNNGYFMIPLYDKGDFILKIEPPLGWSFEPTTVELHVDGVSDICTKGGDINFVFTGFSVNGKVLSKGQPLGPAGVQVSLRNTGTEAKIQSTVTQPGGKFAFFKVLPGDYEILATHPTWALKEASTTVRVTNSNANAASPLIVAGYNVSGSVRSDGEPMKGVKFLLFSSLVTKEDVLGCNVSPVPGFQPQDESLVYLCYTVSREDGSFSFYSLPSGGYTVIPFYRGERI.... Result: 0 (no interaction). (4) The miRNA is hsa-miR-6072 with sequence UCCUCAUCACACUGCACCUUAG. The protein sequence of the target gene is MSESLVVCDVAEDLVEKLRKFRFRKETHNAAIIMKIDKDKRLVVLDEELEGVSPDELKDELPERQPRFIVYSYKYQHDDGRVSYPLCFIFSSPLGCKPEQQMMYAGSKNKLVQTAELTKVFEIRNTEDLTEEWLREKLGFFH. Result: 0 (no interaction). (5) The miRNA is hsa-miR-3908 with sequence GAGCAAUGUAGGUAGACUGUUU. The protein sequence of the target gene is MGNREMEELIPLVNRLQDAFSALGQSCLLELPQIAVVGGQSAGKSSVLENFVGRDFLPRGSGIVTRRPLVLQLVTSKAEYAEFLHCKGKKFTDFDEVRLEIEAETDRVTGMNKGISSIPINLRVYSPHVLNLTLIDLPGITKVPVGDQPPDIEYQIREMIMQFITRENCLILAVTPANTDLANSDALKLAKEVDPQGLRTIGVITKLDLMDEGTDARDVLENKLLPLRRGYVGVVNRSQKDIDGKKDIKAAMLAERKFFLSHPAYRHIADRMGTPHLQKVLNQQLTNHIRDTLPNFRNKL.... Result: 0 (no interaction). (6) The miRNA is hsa-miR-518b with sequence CAAAGCGCUCCCCUUUAGAGGU. The protein sequence of the target gene is MSVVGIDLGFLNCYIAVARSGGIETIANEYSDRCTPACISLGSRTRAIGNAAKSQIVTNVRNTIHGFKKLHGRSFDDPIVQTERIRLPYELQKMPNGSTGVKVRYLEEERPFAIEQVTGMLLAKLKETSENALKKPVADCVISIPSFFTDAERRSVMAAAQVAGLNCLRLMNETTAVALAYGIYKQDLPSLDEKPRNVVFIDMGHSAYQVSVCAFNKGKLKVLATTFDPYLGGRNFDEALVDYFCDEFKTKYKINVKENSRALLRLYQECEKLKKLMSANASDLPLNIECFMNDLDVSSK.... Result: 0 (no interaction). (7) The miRNA is mmu-miR-205-5p with sequence UCCUUCAUUCCACCGGAGUCUG. The protein sequence of the target gene is MWKRSEQMKIKSGKCNMAAAMETEQLGVEIFETADCEENIESQDRPKLEPFYVERYSWSQLKKLLADTRKYHGYMMAKAPHDFMFVKRNDPDGPHSDRIYYLAMSGENRENTLFYSEIPKTINRAAVLMLSWKPLLDLFQATLDYGMYSREEELLRERKRIGTVGIASYDYHQGSGTFLFQAGSGIYHVKDGGPQGFTQQPLRPNLVETSCPNIRMDPKLCPADPDWIAFIHSNDIWISNIVTREERRLTYVHNELANMEEDARSAGVATFVLQEEFDRYSGYWWCPKAETTPSGGKILR.... Result: 0 (no interaction). (8) The protein sequence of the target gene is MDEPPGKPLSCEEKEKLKEKLAFLKREYSKTLARLQRAQRAEKIKHSIKKTVEEQDCLSQQDLSPQLKHSEPKNKICVYDKLHIKTHLDEETGEKTSITLDVGPESFNPGDGPGGLPIQRTDDTQEHFPHRVSDPSGEQKQKLPSRRKKQQKRTFISQERDCVFGTDSLRLSGKRLKEQEEISSKNPARSPVTEIRTHLLSLKSELPDSPEPVTEINEDSVLIPPTAQPEKGVDTFLRRPNFTRATTVPLQTLSDSGSSQHLEHIPPKGSSELTTHDLKNIRFTSPVSLEAQGKKMTVST.... Result: 0 (no interaction). The miRNA is hsa-miR-142-3p with sequence UGUAGUGUUUCCUACUUUAUGGA. (9) Result: 1 (interaction). The miRNA is hsa-miR-4643 with sequence GACACAUGACCAUAAAUGCUAA. The protein sequence of the target gene is MSALRRSGYGPSDGPSYGRYYGPGGGDVPVHPPPPLYPLRPEPPQPPISWRVRGGGPAETTWLGEGGGGDGYYPSGGAWPEPGRAGGSHQEQPPYPSYNSNYWNSTARSRAPYPSTYPVRPELQGQSLNSYTNGAYGPTYPPGPGANTASYSGAYYAPGYTQTSYSTEVPSTYRSSGNSPTPVSRWIYPQQDCQTEAPPLRGQVPGYPPSQNPGMTLPHYPYGDGNRSVPQSGPTVRPQEDAWASPGAYGMGGRYPWPSSAPSAPPGNLYMTESTSPWPSSGSPQSPPSPPVQQPKDSSY....